Dataset: Full USPTO retrosynthesis dataset with 1.9M reactions from patents (1976-2016). Task: Predict the reactants needed to synthesize the given product. (1) The reactants are: C([O:3][C:4]([C:6]12[CH2:23][CH:22]1[CH:21]=[CH:20][CH2:19][CH2:18][CH2:17][CH2:16][N:15]([CH3:24])[C:14](=[O:25])[N:13]1[CH:9]([CH2:10][CH:11]([O:26][C:27]3[CH:32]=[C:31]([C:33]4[CH:38]=[CH:37][CH:36]=[CH:35][CH:34]=4)[N:30]=[C:29]([O:39][CH3:40])[N:28]=3)[CH2:12]1)[C:8](=[O:41])[NH:7]2)=[O:5])C.CO.[Li+].[OH-].C(O)(=O)CC(CC(O)=O)(C(O)=O)O. Given the product [CH3:40][O:39][C:29]1[N:28]=[C:27]([O:26][CH:11]2[CH2:10][CH:9]3[N:13]([C:14](=[O:25])[N:15]([CH3:24])[CH2:16][CH2:17][CH2:18][CH2:19][CH:20]=[CH:21][CH:22]4[C:6]([C:4]([OH:5])=[O:3])([NH:7][C:8]3=[O:41])[CH2:23]4)[CH2:12]2)[CH:32]=[C:31]([C:33]2[CH:34]=[CH:35][CH:36]=[CH:37][CH:38]=2)[N:30]=1, predict the reactants needed to synthesize it. (2) Given the product [CH:1](/[CH:9]([S:19]([CH:22](/[CH:32]=[CH:33]/[C:34]1[CH:39]=[CH:38][CH:37]=[CH:36][CH:35]=1)[C:23]1[CH:28]=[CH:27][CH:26]=[C:25]([NH2:29])[CH:24]=1)(=[O:21])=[O:20])[C:10]1[CH:15]=[CH:14][CH:13]=[C:12]([NH2:16])[CH:11]=1)=[CH:2]\[C:3]1[CH:4]=[CH:5][CH:6]=[CH:7][CH:8]=1, predict the reactants needed to synthesize it. The reactants are: [CH:1](/[CH:9]([S:19]([CH:22](/[CH:32]=[CH:33]/[C:34]1[CH:39]=[CH:38][CH:37]=[CH:36][CH:35]=1)[C:23]1[CH:28]=[CH:27][CH:26]=[C:25]([N+:29]([O-])=O)[CH:24]=1)(=[O:21])=[O:20])[C:10]1[CH:15]=[CH:14][CH:13]=[C:12]([N+:16]([O-])=O)[CH:11]=1)=[CH:2]\[C:3]1[CH:8]=[CH:7][CH:6]=[CH:5][CH:4]=1.O.NN.[H][H].[O-]S(S([O-])=O)=O.[Na+].[Na+].